This data is from TCR-epitope binding with 47,182 pairs between 192 epitopes and 23,139 TCRs. The task is: Binary Classification. Given a T-cell receptor sequence (or CDR3 region) and an epitope sequence, predict whether binding occurs between them. (1) The epitope is FLYALALLL. The TCR CDR3 sequence is CASSLQGGNEQFF. Result: 1 (the TCR binds to the epitope). (2) The epitope is ELAGIGILTV. The TCR CDR3 sequence is CASSQVFGENTEAFF. Result: 1 (the TCR binds to the epitope). (3) The epitope is LPPIVAKEI. The TCR CDR3 sequence is CASSHGMGASTSGYTF. Result: 1 (the TCR binds to the epitope).